Predict the reactants needed to synthesize the given product. From a dataset of Full USPTO retrosynthesis dataset with 1.9M reactions from patents (1976-2016). Given the product [F:1][C:2]1[C:11]2[C:6](=[CH:7][CH:8]=[CH:9][CH:10]=2)[C:5]([O:12][S:13]([C:16]([F:19])([F:17])[F:18])(=[O:14])=[O:15])=[C:4]([C:20](=[O:26])[C:21]([O:23][CH2:24][CH3:25])=[O:22])[C:3]=1[CH3:27], predict the reactants needed to synthesize it. The reactants are: [F:1][C:2]1[C:11]2[C:6](=[CH:7][CH:8]=[CH:9][CH:10]=2)[C:5]([O:12][S:13]([C:16]([F:19])([F:18])[F:17])(=[O:15])=[O:14])=[C:4]([CH:20]([OH:26])[C:21]([O:23][CH2:24][CH3:25])=[O:22])[C:3]=1[CH3:27].CC(OI1(OC(C)=O)(OC(C)=O)OC(=O)C2C=CC=CC1=2)=O.[O-]S([O-])(=S)=O.[Na+].[Na+].